The task is: Predict the reactants needed to synthesize the given product.. This data is from Full USPTO retrosynthesis dataset with 1.9M reactions from patents (1976-2016). (1) Given the product [N+:1]([C:4]1[CH:11]=[CH:10][C:7]([CH:8]=[C:16]2[S:12][C:13](=[O:18])[NH:14][C:15]2=[O:17])=[CH:6][CH:5]=1)([O-:3])=[O:2], predict the reactants needed to synthesize it. The reactants are: [N+:1]([C:4]1[CH:11]=[CH:10][C:7]([CH:8]=O)=[CH:6][CH:5]=1)([O-:3])=[O:2].[S:12]1[CH2:16][C:15](=[O:17])[NH:14][C:13]1=[O:18].N1CCCCC1. (2) The reactants are: Br[C:2]1[N:3]=[C:4]([C:7]2[CH:12]=[CH:11][C:10]([O:13]C)=[C:9]([F:15])[CH:8]=2)[S:5][CH:6]=1.C[O:17][C:18]([C:20]1[CH:21]=[C:22](B(O)O)[CH:23]=[CH:24][CH:25]=1)=[O:19].C([O-])(O)=O.[Na+]. Given the product [F:15][C:9]1[CH:8]=[C:7]([C:4]2[S:5][CH:6]=[C:2]([C:24]3[CH:25]=[C:20]([CH:21]=[CH:22][CH:23]=3)[C:18]([OH:19])=[O:17])[N:3]=2)[CH:12]=[CH:11][C:10]=1[OH:13], predict the reactants needed to synthesize it.